This data is from Full USPTO retrosynthesis dataset with 1.9M reactions from patents (1976-2016). The task is: Predict the reactants needed to synthesize the given product. (1) Given the product [F:26][C:2]([F:1])([F:25])[C:3]1[N:7]2[N:8]=[C:9]([N:12]3[CH2:17][CH2:16][CH:15]([C:18]4[CH:23]=[CH:22][C:21]([O:24][CH2:28][CH2:29][CH2:30][C:31]([O:33][CH3:34])=[O:32])=[CH:20][CH:19]=4)[CH2:14][CH2:13]3)[CH:10]=[CH:11][C:6]2=[N:5][N:4]=1, predict the reactants needed to synthesize it. The reactants are: [F:1][C:2]([F:26])([F:25])[C:3]1[N:7]2[N:8]=[C:9]([N:12]3[CH2:17][CH2:16][CH:15]([C:18]4[CH:23]=[CH:22][C:21]([OH:24])=[CH:20][CH:19]=4)[CH2:14][CH2:13]3)[CH:10]=[CH:11][C:6]2=[N:5][N:4]=1.Br[CH2:28][CH2:29][CH2:30][C:31]([O:33][CH3:34])=[O:32]. (2) Given the product [Br:1][C:2]1[S:3][C:4]([C:16]([OH:18])=[O:17])=[C:5]([C:7]2[CH:12]=[C:11]([Cl:13])[CH:10]=[CH:9][C:8]=2[O:14][CH3:15])[N:6]=1, predict the reactants needed to synthesize it. The reactants are: [Br:1][C:2]1[S:3][C:4]([C:16]([O:18]CC)=[O:17])=[C:5]([C:7]2[CH:12]=[C:11]([Cl:13])[CH:10]=[CH:9][C:8]=2[O:14][CH3:15])[N:6]=1.[OH-].[K+].Cl.C(Cl)Cl. (3) The reactants are: [F:1][C:2]1[CH:9]=[CH:8][C:5]([C:6]#[N:7])=[C:4]([N:10]2[CH:14]=[CH:13][CH:12]=[N:11]2)[CH:3]=1.[ClH:15].[H][H]. Given the product [ClH:15].[F:1][C:2]1[CH:9]=[CH:8][C:5]([CH2:6][NH2:7])=[C:4]([N:10]2[CH:14]=[CH:13][CH:12]=[N:11]2)[CH:3]=1, predict the reactants needed to synthesize it. (4) Given the product [OH:20][C:14]([CH3:19])([CH3:13])[C:15]#[C:16][CH2:17][O:1][C:2]1[CH:3]=[C:4]([CH3:12])[C:5]([C:8]([O:10][CH3:11])=[O:9])=[N:6][CH:7]=1, predict the reactants needed to synthesize it. The reactants are: [OH:1][C:2]1[CH:3]=[C:4]([CH3:12])[C:5]([C:8]([O:10][CH3:11])=[O:9])=[N:6][CH:7]=1.[CH3:13][C:14]([OH:20])([CH3:19])[C:15]#[C:16][CH2:17]O. (5) Given the product [CH3:1][NH:2][CH2:10][CH2:11][N:12]1[CH2:17][CH2:16][S:15][C:14]2[CH:18]=[CH:19][C:20]([NH:22][C:23]([C:25]3[S:26][CH:27]=[CH:28][CH:29]=3)=[NH:24])=[CH:21][C:13]1=2, predict the reactants needed to synthesize it. The reactants are: [CH3:1][N:2]([CH2:10][CH2:11][N:12]1[CH2:17][CH2:16][S:15][C:14]2[CH:18]=[CH:19][C:20]([NH:22][C:23]([C:25]3[S:26][CH:27]=[CH:28][CH:29]=3)=[NH:24])=[CH:21][C:13]1=2)C(=O)OC(C)(C)C.Cl.[OH-].[Na+].